Dataset: Forward reaction prediction with 1.9M reactions from USPTO patents (1976-2016). Task: Predict the product of the given reaction. Given the reactants C([NH:5][S:6]([C:9]1[CH:10]=[C:11]([C:15]2[CH:20]=[CH:19][CH:18]=[C:17]([C:21]3[N:26]=[C:25]([C:27]4[CH:32]=[CH:31][C:30]([Cl:33])=[C:29]([Cl:34])[CH:28]=4)[CH:24]=[C:23]([C:35]([F:38])([F:37])[F:36])[N:22]=3)[CH:16]=2)[CH:12]=[CH:13][CH:14]=1)(=[O:8])=[O:7])(C)(C)C.C(O)(C(F)(F)F)=O, predict the reaction product. The product is: [Cl:34][C:29]1[CH:28]=[C:27]([C:25]2[CH:24]=[C:23]([C:35]([F:38])([F:36])[F:37])[N:22]=[C:21]([C:17]3[CH:16]=[C:15]([C:11]4[CH:12]=[CH:13][CH:14]=[C:9]([S:6]([NH2:5])(=[O:7])=[O:8])[CH:10]=4)[CH:20]=[CH:19][CH:18]=3)[N:26]=2)[CH:32]=[CH:31][C:30]=1[Cl:33].